Dataset: Full USPTO retrosynthesis dataset with 1.9M reactions from patents (1976-2016). Task: Predict the reactants needed to synthesize the given product. Given the product [C:14]([NH:13][C:8]1[N:7]=[C:6]([CH2:5][CH2:4][C:3]([OH:17])=[O:2])[CH:11]=[C:10]([CH3:12])[CH:9]=1)(=[O:16])[CH3:15], predict the reactants needed to synthesize it. The reactants are: C[O:2][C:3](=[O:17])[CH2:4][CH2:5][C:6]1[CH:11]=[C:10]([CH3:12])[CH:9]=[C:8]([NH:13][C:14](=[O:16])[CH3:15])[N:7]=1.[OH-].[Na+].